From a dataset of Reaction yield outcomes from USPTO patents with 853,638 reactions. Predict the reaction yield, written as a fraction of the theoretical maximum amount of product (1.0 means a 100% yield; for example, 0.34 means a 34% yield). (1) The reactants are [C:1]1([C:7]2[S:8][CH:9]=[C:10]([C:12]3([CH2:18][NH2:19])[CH2:17][CH2:16][O:15][CH2:14][CH2:13]3)[N:11]=2)[CH:6]=[CH:5][CH:4]=[CH:3][CH:2]=1.[F:20][C:21]([F:37])([F:36])[C:22]1[O:26][N:25]=[C:24]([C:27]2[CH:28]=[C:29]([CH:33]=[CH:34][CH:35]=2)[C:30](O)=[O:31])[N:23]=1. No catalyst specified. The product is [C:1]1([C:7]2[S:8][CH:9]=[C:10]([C:12]3([CH2:18][NH:19][C:30](=[O:31])[C:29]4[CH:33]=[CH:34][CH:35]=[C:27]([C:24]5[N:23]=[C:22]([C:21]([F:37])([F:36])[F:20])[O:26][N:25]=5)[CH:28]=4)[CH2:13][CH2:14][O:15][CH2:16][CH2:17]3)[N:11]=2)[CH:2]=[CH:3][CH:4]=[CH:5][CH:6]=1. The yield is 0.450. (2) The reactants are [CH3:1][O:2][C:3]([NH:5][C@H:6]([C:11]([NH:13][C@@H:14]([CH2:17][C:18]1[CH:23]=[CH:22][CH:21]=[CH:20][CH:19]=1)[CH:15]=[CH2:16])=[O:12])[C:7]([CH3:10])([CH3:9])[CH3:8])=[O:4].C1C=C(C([O-])=[O:31])C(C(OO)=O)=CC=1.C1C=C(C([O-])=O)C(C(OO)=O)=CC=1.[Mg+2]. The catalyst is CO.O. The product is [O:31]1[C@H:15]([C@@H:14]([NH:13][C:11](=[O:12])[C@H:6]([C:7]([CH3:10])([CH3:8])[CH3:9])[NH:5][C:3]([O:2][CH3:1])=[O:4])[CH2:17][C:18]2[CH:19]=[CH:20][CH:21]=[CH:22][CH:23]=2)[CH2:16]1. The yield is 0.880. (3) The reactants are Br[C:2]1[CH:6]=[C:5]([Cl:7])[S:4][C:3]=1Cl.C([Sn](CCCC)(CCCC)[CH2:14][O:15][CH2:16][Sn](CCCC)(CCCC)CCCC)CCC.CC(C1C=C(C(C)C)C(C2C=CC=CC=2P(C2CCCCC2)C2CCCCC2)=C(C(C)C)C=1)C.[F-].[K+]. The catalyst is C1C=CC(/C=C/C(/C=C/C2C=CC=CC=2)=O)=CC=1.C1C=CC(/C=C/C(/C=C/C2C=CC=CC=2)=O)=CC=1.C1C=CC(/C=C/C(/C=C/C2C=CC=CC=2)=O)=CC=1.[Pd].[Pd].ClCCl.O1CCOCC1. The product is [Cl:7][C:5]1[S:4][C:3]2[CH2:14][O:15][CH2:16][C:2]=2[CH:6]=1. The yield is 0.130. (4) The reactants are Br[C:2]1[CH:3]=[C:4]([C:16]([O:18][CH3:19])=[O:17])[C:5]2[CH:6]=[N:7][N:8]([CH:11]3[CH2:15][CH2:14][CH2:13][CH2:12]3)[C:9]=2[CH:10]=1.[OH:20][C:21]1[CH:26]=[CH:25][C:24](B(O)O)=[CH:23][CH:22]=1.C([O-])([O-])=O.[Na+].[Na+].CO. The catalyst is O1CCOCC1.C(Cl)Cl.C1C=CC([P]([Pd]([P](C2C=CC=CC=2)(C2C=CC=CC=2)C2C=CC=CC=2)([P](C2C=CC=CC=2)(C2C=CC=CC=2)C2C=CC=CC=2)[P](C2C=CC=CC=2)(C2C=CC=CC=2)C2C=CC=CC=2)(C2C=CC=CC=2)C2C=CC=CC=2)=CC=1. The product is [CH:11]1([N:8]2[C:9]3[CH:10]=[C:2]([C:24]4[CH:25]=[CH:26][C:21]([OH:20])=[CH:22][CH:23]=4)[CH:3]=[C:4]([C:16]([O:18][CH3:19])=[O:17])[C:5]=3[CH:6]=[N:7]2)[CH2:15][CH2:14][CH2:13][CH2:12]1. The yield is 0.710. (5) The reactants are [F:1][C:2]1[CH:11]=[CH:10][C:9]([O:12][CH2:13][CH2:14][CH3:15])=[C:8]2[C:3]=1[C:4](=[O:28])[C:5]([C:20]1[CH:25]=[CH:24][C:23]([O:26][CH3:27])=[CH:22][CH:21]=1)=[C:6]([C:16](OC)=[O:17])[NH:7]2.[OH-].[Na+]. The catalyst is ClCCl. The product is [F:1][C:2]1[CH:11]=[CH:10][C:9]([O:12][CH2:13][CH2:14][CH3:15])=[C:8]2[C:3]=1[C:4](=[O:28])[C:5]([C:20]1[CH:21]=[CH:22][C:23]([O:26][CH3:27])=[CH:24][CH:25]=1)=[C:6]([CH2:16][OH:17])[NH:7]2. The yield is 0.850. (6) The reactants are [F:1][C:2]1[CH:3]=[C:4]([C:8]2[C:13]([C:14]3[CH:19]=[CH:18][N:17]=[C:16](F)[CH:15]=3)=[CH:12][N:11]=[C:10]([NH2:21])[N:9]=2)[CH:5]=[CH:6][CH:7]=1.[NH3:22].C(O)C.N. The catalyst is C(O)C. The product is [NH2:22][C:16]1[CH:15]=[C:14]([C:13]2[C:8]([C:4]3[CH:5]=[CH:6][CH:7]=[C:2]([F:1])[CH:3]=3)=[N:9][C:10]([NH2:21])=[N:11][CH:12]=2)[CH:19]=[CH:18][N:17]=1. The yield is 0.120. (7) The reactants are C[O:2][C:3](=[O:26])[C@@H:4]([NH:13][C:14]([C:16]1[N:17]=[CH:18][C:19]2[C:24]([CH:25]=1)=[CH:23][CH:22]=[CH:21][CH:20]=2)=[O:15])[CH2:5][C:6]1[CH:11]=[CH:10][C:9](Br)=[CH:8][CH:7]=1.[F:27][C:28]([F:39])([F:38])[C:29]1[CH:34]=[CH:33][C:32](B(O)O)=[CH:31][CH:30]=1. No catalyst specified. The product is [CH:18]1[C:19]2[C:24](=[CH:23][CH:22]=[CH:21][CH:20]=2)[CH:25]=[C:16]([C:14]([NH:13][C@@H:4]([CH2:5][C:6]2[CH:11]=[CH:10][C:9]([C:32]3[CH:33]=[CH:34][C:29]([C:28]([F:39])([F:38])[F:27])=[CH:30][CH:31]=3)=[CH:8][CH:7]=2)[C:3]([OH:2])=[O:26])=[O:15])[N:17]=1. The yield is 0.800.